From a dataset of Reaction yield outcomes from USPTO patents with 853,638 reactions. Predict the reaction yield, written as a fraction of the theoretical maximum amount of product (1.0 means a 100% yield; for example, 0.34 means a 34% yield). (1) The reactants are [NH:1]([C:6]([O:8][C:9]([CH3:12])([CH3:11])[CH3:10])=[O:7])[CH2:2][C:3]([OH:5])=[O:4].F[P-](F)(F)(F)(F)F.N1(O[P+](N(C)C)(N(C)C)N(C)C)C2C=CC=CC=2N=N1.CCN(C(C)C)C(C)C.Cl.[CH3:50][O:51][NH:52][CH3:53]. The catalyst is C(Cl)Cl.CCCCCC.CCOC(C)=O. The product is [NH:1]([C:6]([O:8][C:9]([CH3:12])([CH3:11])[CH3:10])=[O:7])[CH2:2][C:3]([OH:5])=[O:4].[CH3:50][O:51][N-:52][CH3:53]. The yield is 0.800. (2) The reactants are [N+:1]([C:4]1[CH:9]=[CH:8][C:7]([C:10]2[O:11][C:12]3[CH:17]=[CH:16][N:15]=[CH:14][C:13]=3[N:18]=2)=[CH:6][CH:5]=1)([O-])=O.[NH4+].[Cl-].C(OCC)(=O)C.CCN(CC)CC. The catalyst is CO.O.[Fe]. The product is [O:11]1[C:12]2[CH:17]=[CH:16][N:15]=[CH:14][C:13]=2[N:18]=[C:10]1[C:7]1[CH:6]=[CH:5][C:4]([NH2:1])=[CH:9][CH:8]=1. The yield is 0.620.